This data is from Peptide-MHC class I binding affinity with 185,985 pairs from IEDB/IMGT. The task is: Regression. Given a peptide amino acid sequence and an MHC pseudo amino acid sequence, predict their binding affinity value. This is MHC class I binding data. (1) The peptide sequence is KSYAQMWQL. The MHC is HLA-B58:01 with pseudo-sequence HLA-B58:01. The binding affinity (normalized) is 0.810. (2) The peptide sequence is FLPIFFIFA. The MHC is HLA-A02:03 with pseudo-sequence HLA-A02:03. The binding affinity (normalized) is 0.578. (3) The MHC is HLA-A03:01 with pseudo-sequence HLA-A03:01. The binding affinity (normalized) is 0.0847. The peptide sequence is CPTLKKGFL. (4) The peptide sequence is MAMGILHTI. The MHC is HLA-B45:06 with pseudo-sequence HLA-B45:06. The binding affinity (normalized) is 0.213.